Dataset: Forward reaction prediction with 1.9M reactions from USPTO patents (1976-2016). Task: Predict the product of the given reaction. (1) Given the reactants [N:1]1([C@H:7]2[CH2:10][C@H:9]([O:11][C:12]3[CH:17]=[CH:16][C:15]([C:18]4[S:19][C:20]5[CH2:21][NH:22][CH2:23][CH2:24][C:25]=5[N:26]=4)=[CH:14][CH:13]=3)[CH2:8]2)[CH2:6][CH2:5][CH2:4][CH2:3][CH2:2]1.Cl.CN(C)CCCN=C=NCC.ON1C2C=CC=CC=2N=N1.[C:49]([O:53][C:54]([NH:56][CH2:57][C:58](O)=[O:59])=[O:55])([CH3:52])([CH3:51])[CH3:50], predict the reaction product. The product is: [O:59]=[C:58]([N:22]1[CH2:23][CH2:24][C:25]2[N:26]=[C:18]([C:15]3[CH:14]=[CH:13][C:12]([O:11][C@H:9]4[CH2:8][C@H:7]([N:1]5[CH2:6][CH2:5][CH2:4][CH2:3][CH2:2]5)[CH2:10]4)=[CH:17][CH:16]=3)[S:19][C:20]=2[CH2:21]1)[CH2:57][NH:56][C:54](=[O:55])[O:53][C:49]([CH3:51])([CH3:50])[CH3:52]. (2) Given the reactants FC(F)(F)C(O)=O.[CH3:8][N:9]1[CH:14]=[C:13]([C:15]2[CH:16]=[CH:17][C:18]3[O:22][C:21]([CH2:23][NH:24]C(=O)OC(C)(C)C)=[N:20][C:19]=3[C:32]=2[O:33][C:34]2[CH:39]=[CH:38][CH:37]=[CH:36][CH:35]=2)[C:12]2[CH:40]=[CH:41][N:42]([S:43]([C:46]3[CH:51]=[CH:50][C:49]([CH3:52])=[CH:48][CH:47]=3)(=[O:45])=[O:44])[C:11]=2[C:10]1=[O:53], predict the reaction product. The product is: [NH2:24][CH2:23][C:21]1[O:22][C:18]2[CH:17]=[CH:16][C:15]([C:13]3[C:12]4[CH:40]=[CH:41][N:42]([S:43]([C:46]5[CH:51]=[CH:50][C:49]([CH3:52])=[CH:48][CH:47]=5)(=[O:44])=[O:45])[C:11]=4[C:10](=[O:53])[N:9]([CH3:8])[CH:14]=3)=[C:32]([O:33][C:34]3[CH:35]=[CH:36][CH:37]=[CH:38][CH:39]=3)[C:19]=2[N:20]=1.